Task: Binary Classification. Given a miRNA mature sequence and a target amino acid sequence, predict their likelihood of interaction.. Dataset: Experimentally validated miRNA-target interactions with 360,000+ pairs, plus equal number of negative samples The miRNA is hsa-miR-4463 with sequence GAGACUGGGGUGGGGCC. The protein sequence of the target gene is MKSSDIDQDLFTDSYCKVCSAQLISESQRVAHYESRKHASKVRLYYMLHPRDGGCPAKRLRAENGSDADMVDKNKCCTLCNMSFTSAVVADSHYQGKIHAKRLKLLLGEKPPLKTTAAPLSSLKAPRVDTAPVVASPYQRRDSDRYCGLCAAWFNNPLMAQQHYEGKKHKKNAARVALLEQLGTSLDLGELRGLRRTYRCTTCSVSLNSIEQYHAHLQGSKHQTNLKNK. Result: 0 (no interaction).